This data is from CYP2D6 inhibition data for predicting drug metabolism from PubChem BioAssay. The task is: Regression/Classification. Given a drug SMILES string, predict its absorption, distribution, metabolism, or excretion properties. Task type varies by dataset: regression for continuous measurements (e.g., permeability, clearance, half-life) or binary classification for categorical outcomes (e.g., BBB penetration, CYP inhibition). Dataset: cyp2d6_veith. (1) The molecule is NNC(=O)Cc1cccnc1. The result is 0 (non-inhibitor). (2) The compound is CN1CC[C@@]2(CCCN(S(=O)(=O)c3ccccc3)C2)C1. The result is 1 (inhibitor).